Dataset: NCI-60 drug combinations with 297,098 pairs across 59 cell lines. Task: Regression. Given two drug SMILES strings and cell line genomic features, predict the synergy score measuring deviation from expected non-interaction effect. (1) Drug 1: C1=CC(=C2C(=C1NCCNCCO)C(=O)C3=C(C=CC(=C3C2=O)O)O)NCCNCCO. Cell line: DU-145. Drug 2: CC1=C(C(=CC=C1)Cl)NC(=O)C2=CN=C(S2)NC3=CC(=NC(=N3)C)N4CCN(CC4)CCO. Synergy scores: CSS=60.8, Synergy_ZIP=-0.194, Synergy_Bliss=2.94, Synergy_Loewe=-2.35, Synergy_HSA=4.14. (2) Drug 1: CC1CCC2CC(C(=CC=CC=CC(CC(C(=O)C(C(C(=CC(C(=O)CC(OC(=O)C3CCCCN3C(=O)C(=O)C1(O2)O)C(C)CC4CCC(C(C4)OC)OCCO)C)C)O)OC)C)C)C)OC. Drug 2: CC12CCC3C(C1CCC2O)C(CC4=C3C=CC(=C4)O)CCCCCCCCCS(=O)CCCC(C(F)(F)F)(F)F. Cell line: RXF 393. Synergy scores: CSS=11.2, Synergy_ZIP=-1.51, Synergy_Bliss=0.396, Synergy_Loewe=-13.9, Synergy_HSA=1.56.